This data is from Reaction yield outcomes from USPTO patents with 853,638 reactions. The task is: Predict the reaction yield, written as a fraction of the theoretical maximum amount of product (1.0 means a 100% yield; for example, 0.34 means a 34% yield). (1) The catalyst is ClCCl. The yield is 0.880. The reactants are [CH:1]1([C:6]2[CH:7]=[C:8]([CH2:13][CH2:14][C:15]([O:17][CH2:18][CH3:19])=[O:16])[CH:9]=[CH:10][C:11]=2[OH:12])[CH2:5][CH2:4][CH2:3][CH2:2]1.C(N(CC)CC)C.Cl[C:28]([O:30][CH3:31])=[O:29]. The product is [CH:1]1([C:6]2[CH:7]=[C:8]([CH2:13][CH2:14][C:15]([O:17][CH2:18][CH3:19])=[O:16])[CH:9]=[CH:10][C:11]=2[O:12][C:28]([O:30][CH3:31])=[O:29])[CH2:2][CH2:3][CH2:4][CH2:5]1. (2) The reactants are [Cl:1][C:2]1[CH:3]=[C:4]2[C:8](=[CH:9][CH:10]=1)[N:7]([C:11]1[N:15]([CH3:16])[N:14]=[C:13]([CH3:17])[C:12]=1/[CH:18]=[C:19]1/[C:20](=[O:25])[NH:21][C:22](=[O:24])[S:23]/1)[CH:6]=[CH:5]2.[H][H]. The catalyst is O1CCCC1.C(O)C.[C].[Pd]. The product is [Cl:1][C:2]1[CH:3]=[C:4]2[C:8](=[CH:9][CH:10]=1)[N:7]([C:11]1[N:15]([CH3:16])[N:14]=[C:13]([CH3:17])[C:12]=1[CH2:18][CH:19]1[S:23][C:22](=[O:24])[NH:21][C:20]1=[O:25])[CH:6]=[CH:5]2. The yield is 0.370. (3) The reactants are [C:1]([N:4]1[C:13]2[C:8](=[CH:9][C:10]([C:14]#[CH:15])=[CH:11][CH:12]=2)[C@H:7]([NH:16][C:17](=[O:22])[O:18][CH:19]([CH3:21])[CH3:20])[CH2:6][C@@H:5]1[CH3:23])(=[O:3])[CH3:2].[N:24]([CH2:27][CH2:28][CH2:29][NH:30][C:31](=[O:37])[O:32][C:33]([CH3:36])([CH3:35])[CH3:34])=[N+:25]=[N-:26]. The catalyst is CN(C)C=O.CO.[Cu]I. The product is [C:1]([N:4]1[C:13]2[C:8](=[CH:9][C:10]([C:14]3[N:26]=[N:25][N:24]([CH2:27][CH2:28][CH2:29][NH:30][C:31]([O:32][C:33]([CH3:36])([CH3:35])[CH3:34])=[O:37])[CH:15]=3)=[CH:11][CH:12]=2)[C@H:7]([NH:16][C:17](=[O:22])[O:18][CH:19]([CH3:20])[CH3:21])[CH2:6][C@@H:5]1[CH3:23])(=[O:3])[CH3:2]. The yield is 1.26.